From a dataset of Full USPTO retrosynthesis dataset with 1.9M reactions from patents (1976-2016). Predict the reactants needed to synthesize the given product. (1) Given the product [C:1]([C:5]1[N:6]=[C:7]([N:16]2[CH2:20][CH2:19][C:18]([F:21])([F:22])[CH2:17]2)[C:8]2[C:9](=[N:11][N:12]([CH2:14][C:15]3[N:50]([CH3:46])[N:49]=[CH:48][N:47]=3)[N:13]=2)[N:10]=1)([CH3:2])([CH3:3])[CH3:4], predict the reactants needed to synthesize it. The reactants are: [C:1]([C:5]1[N:6]=[C:7]([N:16]2[CH2:20][CH2:19][C:18]([F:22])([F:21])[CH2:17]2)[C:8]2[C:9](=[N:11][N:12]([CH2:14][CH3:15])[N:13]=2)[N:10]=1)([CH3:4])([CH3:3])[CH3:2].C(C1N=C(N2CCC(F)(F)C2)C2N=NNC=2N=1)(C)(C)C.Cl.ClC[C:46]1[N:50](C)[N:49]=[CH:48][N:47]=1. (2) Given the product [F:1][C:2]1([F:17])[CH2:6][CH2:5][C@@H:4]([C:7]([OH:9])=[O:8])[CH2:3]1, predict the reactants needed to synthesize it. The reactants are: [F:1][C:2]1([F:17])[CH2:6][CH2:5][C@@H:4]([C:7]([O:9]CC2C=CC=CC=2)=[O:8])[CH2:3]1.[Li+].[OH-].O. (3) Given the product [F:41][C:40]([F:43])([F:42])[C:38]([OH:44])=[O:39].[F:41][C:40]([F:43])([F:42])[C:38]([OH:44])=[O:39].[NH2:5][CH2:9][CH2:10][CH2:11][NH:12][S:13]([C:16]1[CH:21]=[CH:20][C:19]([C:22]2[CH:27]=[CH:26][N:25]=[C:24]3[NH:28][C:29]([CH2:31][C:32]([NH2:34])=[O:33])=[CH:30][C:23]=23)=[CH:18][CH:17]=1)(=[O:15])=[O:14], predict the reactants needed to synthesize it. The reactants are: CC([N:5]([CH2:9][CH2:10][CH2:11][NH:12][S:13]([C:16]1[CH:21]=[CH:20][C:19]([C:22]2[CH:27]=[CH:26][N:25]=[C:24]3[NH:28][C:29]([CH2:31][C:32]([NH2:34])=[O:33])=[CH:30][C:23]=23)=[CH:18][CH:17]=1)(=[O:15])=[O:14])C(=O)[O-])(C)C.C(Cl)Cl.[C:38]([OH:44])([C:40]([F:43])([F:42])[F:41])=[O:39]. (4) Given the product [NH:2]1[C:6]2[CH:7]=[CH:8][CH:9]=[CH:10][C:5]=2[N:4]=[C:3]1[NH:11][C:12]([C:14]1[N:15]=[CH:16][NH:17][C:18]=1[C:19]([NH:21][C:22]1[CH:27]=[CH:26][C:25]([O:28][CH:29]2[CH2:34][CH2:33][N:32]([CH3:38])[CH2:31][CH2:30]2)=[CH:24][C:23]=1[Cl:35])=[O:20])=[O:13], predict the reactants needed to synthesize it. The reactants are: Cl.[NH:2]1[C:6]2[CH:7]=[CH:8][CH:9]=[CH:10][C:5]=2[N:4]=[C:3]1[NH:11][C:12]([C:14]1[N:15]=[CH:16][NH:17][C:18]=1[C:19]([NH:21][C:22]1[CH:27]=[CH:26][C:25]([O:28][CH:29]2[CH2:34][CH2:33][NH:32][CH2:31][CH2:30]2)=[CH:24][C:23]=1[Cl:35])=[O:20])=[O:13].C=O.[CH3:38]CN(C(C)C)C(C)C.ClCCl. (5) Given the product [CH2:1]([O:5][CH2:6][CH2:7][O:8][C:9]1[CH:10]=[CH:11][C:12]([C:15]2[CH:16]=[CH:17][C:18]3[N:24]([CH2:25][CH:26]([CH3:27])[CH3:28])[CH2:23][CH2:22][C:21]([C:29]([NH:31][C:32]4[CH:33]=[CH:34][C:35]([S:38]([CH2:39][C:40]5[N:41]([CH2:45][CH2:46][OH:47])[CH:42]=[CH:43][N:44]=5)=[O:57])=[CH:36][CH:37]=4)=[O:30])=[CH:20][C:19]=3[CH:48]=2)=[CH:13][CH:14]=1)[CH2:2][CH2:3][CH3:4], predict the reactants needed to synthesize it. The reactants are: [CH2:1]([O:5][CH2:6][CH2:7][O:8][C:9]1[CH:14]=[CH:13][C:12]([C:15]2[CH:16]=[CH:17][C:18]3[N:24]([CH2:25][CH:26]([CH3:28])[CH3:27])[CH2:23][CH2:22][C:21]([C:29]([NH:31][C:32]4[CH:37]=[CH:36][C:35]([S:38][CH2:39][C:40]5[N:41]([CH2:45][CH2:46][OH:47])[CH:42]=[CH:43][N:44]=5)=[CH:34][CH:33]=4)=[O:30])=[CH:20][C:19]=3[CH:48]=2)=[CH:11][CH:10]=1)[CH2:2][CH2:3][CH3:4].ClC1C=CC=C(C(OO)=[O:57])C=1.S([O-])([O-])(=O)=S.[Na+].[Na+]. (6) Given the product [CH3:13][O:12][CH2:11][CH2:10][CH2:9][O:8][C:4]1[CH:3]=[C:2]([B:17]2[O:18][C:19]([CH3:21])([CH3:20])[C:15]([CH3:31])([CH3:14])[O:16]2)[CH:7]=[CH:6][CH:5]=1, predict the reactants needed to synthesize it. The reactants are: Br[C:2]1[CH:7]=[CH:6][CH:5]=[C:4]([O:8][CH2:9][CH2:10][CH2:11][O:12][CH3:13])[CH:3]=1.[CH3:14][C:15]1([CH3:31])[C:19]([CH3:21])([CH3:20])[O:18][B:17]([B:17]2[O:18][C:19]([CH3:21])([CH3:20])[C:15]([CH3:31])([CH3:14])[O:16]2)[O:16]1. (7) Given the product [F:48][C:4]([F:3])([F:49])[C:5]1[CH:6]=[C:7]([C@H:15]2[O:19][C:18](=[O:20])[N:17]([CH2:21][C:22]3[C:27]([N:28]([CH2:31][C@H:32]4[CH2:37][CH2:36][C@H:35]([CH2:38][C:39]([OH:41])=[O:40])[CH2:34][CH2:33]4)[CH2:29][CH3:30])=[CH:26][CH:25]=[C:24]([C:44]([CH3:46])=[CH2:45])[N:23]=3)[C@H:16]2[CH3:47])[CH:8]=[C:9]([C:11]([F:13])([F:14])[F:12])[CH:10]=1, predict the reactants needed to synthesize it. The reactants are: [OH-].[K+].[F:3][C:4]([F:49])([F:48])[C:5]1[CH:6]=[C:7]([C@H:15]2[O:19][C:18](=[O:20])[N:17]([CH2:21][C:22]3[C:27]([N:28]([CH2:31][C@H:32]4[CH2:37][CH2:36][C@H:35]([CH2:38][C:39]([O:41]CC)=[O:40])[CH2:34][CH2:33]4)[CH2:29][CH3:30])=[CH:26][CH:25]=[C:24]([C:44]([CH3:46])=[CH2:45])[N:23]=3)[C@H:16]2[CH3:47])[CH:8]=[C:9]([C:11]([F:14])([F:13])[F:12])[CH:10]=1.Cl.CC(O)=O.